The task is: Predict which catalyst facilitates the given reaction.. This data is from Catalyst prediction with 721,799 reactions and 888 catalyst types from USPTO. (1) Reactant: [NH:1]=[C:2]([NH:4][NH:5][C:6](=O)[C:7]1[CH:12]=[CH:11][C:10]([Cl:13])=[CH:9][CH:8]=1)[CH3:3]. Product: [Cl:13][C:10]1[CH:11]=[CH:12][C:7]([C:6]2[N:1]=[C:2]([CH3:3])[NH:4][N:5]=2)=[CH:8][CH:9]=1. The catalyst class is: 22. (2) Reactant: [C:1]([O:5][C:6]([N:8]1[CH2:11][CH:10]([CH:12]([C:14]2[CH:19]=[CH:18][C:17]([Cl:20])=[CH:16][CH:15]=2)I)[CH2:9]1)=[O:7])([CH3:4])([CH3:3])[CH3:2].[BH4-].[Na+]. Product: [C:1]([O:5][C:6]([N:8]1[CH2:11][CH:10]([CH2:12][C:14]2[CH:19]=[CH:18][C:17]([Cl:20])=[CH:16][CH:15]=2)[CH2:9]1)=[O:7])([CH3:4])([CH3:2])[CH3:3]. The catalyst class is: 16. (3) Reactant: [CH:1]1([C:4]2[C:13](I)=[CH:12][C:7]([C:8]([O:10][CH3:11])=[O:9])=[C:6]([CH3:15])[CH:5]=2)[CH2:3][CH2:2]1.[CH3:16][N:17](C=O)C. Product: [C:16]([C:13]1[C:4]([CH:1]2[CH2:3][CH2:2]2)=[CH:5][C:6]([CH3:15])=[C:7]([CH:12]=1)[C:8]([O:10][CH3:11])=[O:9])#[N:17]. The catalyst class is: 380. (4) Reactant: [C:1]([N:8]([C:16]1[C:20]2[CH:21]=[C:22]([CH3:25])[CH:23]=[CH:24][C:19]=2[O:18][N:17]=1)[C:9]([O:11][C:12]([CH3:15])([CH3:14])[CH3:13])=[O:10])([O:3][C:4]([CH3:7])([CH3:6])[CH3:5])=[O:2].[Br:26]N1C(=O)CCC1=O.N(C(C)(C)C#N)=NC(C)(C)C#N. Product: [C:9]([N:8]([C:16]1[C:20]2[CH:21]=[C:22]([CH2:25][Br:26])[CH:23]=[CH:24][C:19]=2[O:18][N:17]=1)[C:1]([O:3][C:4]([CH3:5])([CH3:6])[CH3:7])=[O:2])([O:11][C:12]([CH3:15])([CH3:14])[CH3:13])=[O:10]. The catalyst class is: 53. (5) Reactant: [CH:1]1[C:6]2[CH2:7][C@H:8]3[N:13]([CH2:14][CH:15]4[CH2:18][CH2:17][CH2:16]4)[CH2:12][CH2:11][C@:10]45[C@H:19]([C@@H:21]([OH:24])[CH2:22][CH2:23][C@@:9]34[OH:25])[O:20][C:4]([C:5]=25)=[C:3]([OH:26])[CH:2]=1.C(O)C.[ClH:30]. Product: [CH:1]1[C:6]2[CH2:7][C@H:8]3[N:13]([CH2:14][CH:15]4[CH2:18][CH2:17][CH2:16]4)[CH2:12][CH2:11][C@:10]45[C@H:19]([C@@H:21]([OH:24])[CH2:22][CH2:23][C@@:9]34[OH:25])[O:20][C:4]([C:5]=25)=[C:3]([OH:26])[CH:2]=1.[ClH:30]. The catalyst class is: 6. (6) Reactant: [C:1]1([CH3:11])[CH:6]=[CH:5][C:4]([S:7](Cl)(=[O:9])=[O:8])=[CH:3][CH:2]=1.[N:12]1[CH:17]=[CH:16][CH:15]=[C:14](/[CH:18]=[CH:19]/[CH2:20][C@@H:21]([OH:23])[CH3:22])[CH:13]=1.C([O-])(O)=O.[Na+]. Product: [C:1]1([CH3:11])[CH:6]=[CH:5][C:4]([S:7]([O:23][CH:21]([CH2:20][CH:19]=[CH:18][C:14]2[CH:13]=[N:12][CH:17]=[CH:16][CH:15]=2)[CH3:22])(=[O:9])=[O:8])=[CH:3][CH:2]=1. The catalyst class is: 66. (7) Reactant: [CH2:1]([C@H:8]1[N:13]([C:14]([C:16]2[N:17]=[CH:18][N:19]([CH:27]3[CH2:33][CH2:32][CH2:31][CH2:30][NH:29][C:28]3=[O:34])[C:20]=2[C:21]2[CH:26]=[CH:25][CH:24]=[CH:23][CH:22]=2)=[O:15])[CH2:12][CH2:11][N:10]([C:35]([O:37][C:38]([CH3:41])([CH3:40])[CH3:39])=[O:36])[CH2:9]1)[C:2]1[CH:7]=[CH:6][CH:5]=[CH:4][CH:3]=1.[H-].[Na+].[CH3:44]I. Product: [CH2:1]([C@H:8]1[N:13]([C:14]([C:16]2[N:17]=[CH:18][N:19]([CH:27]3[CH2:33][CH2:32][CH2:31][CH2:30][N:29]([CH3:44])[C:28]3=[O:34])[C:20]=2[C:21]2[CH:26]=[CH:25][CH:24]=[CH:23][CH:22]=2)=[O:15])[CH2:12][CH2:11][N:10]([C:35]([O:37][C:38]([CH3:41])([CH3:40])[CH3:39])=[O:36])[CH2:9]1)[C:2]1[CH:7]=[CH:6][CH:5]=[CH:4][CH:3]=1. The catalyst class is: 18. (8) Reactant: [C:1]([N:8]1[CH2:13][CH2:12][C:11](=[O:14])[C:10]([CH3:16])([CH3:15])[CH2:9]1)([O:3][C:4]([CH3:7])([CH3:6])[CH3:5])=[O:2].[BH4-].[Na+].[Cl-].[NH4+]. Product: [C:1]([N:8]1[CH2:13][CH2:12][CH:11]([OH:14])[C:10]([CH3:16])([CH3:15])[CH2:9]1)([O:3][C:4]([CH3:7])([CH3:6])[CH3:5])=[O:2]. The catalyst class is: 5. (9) Reactant: C(OC([NH:8][C@@H:9]([CH2:30][C:31]1[CH:36]=[CH:35][C:34]([CH:37]2[S:41](=[O:43])(=[O:42])[NH:40][C:39](=[O:44])[CH2:38]2)=[C:33]([F:45])[CH:32]=1)[C:10]([NH:12][CH2:13][CH2:14][CH2:15][CH2:16][CH2:17][O:18][C:19]1[CH:28]=[CH:27][CH:26]=[C:25]([OH:29])[C:20]=1[C:21]([O:23][CH3:24])=[O:22])=[O:11])=O)(C)(C)C.[F:46][C:47]([F:52])([F:51])[C:48]([OH:50])=[O:49]. Product: [F:46][C:47]([F:52])([F:51])[C:48]([OH:50])=[O:49].[NH2:8][C@@H:9]([CH2:30][C:31]1[CH:36]=[CH:35][C:34]([CH:37]2[S:41](=[O:42])(=[O:43])[NH:40][C:39](=[O:44])[CH2:38]2)=[C:33]([F:45])[CH:32]=1)[C:10]([NH:12][CH2:13][CH2:14][CH2:15][CH2:16][CH2:17][O:18][C:19]1[CH:28]=[CH:27][CH:26]=[C:25]([OH:29])[C:20]=1[C:21]([O:23][CH3:24])=[O:22])=[O:11]. The catalyst class is: 2. (10) Reactant: [CH3:1][C:2]([CH3:42])([CH3:41])[C:3]([C:5]1[C:13]2[C:8](=[N:9][CH:10]=[C:11]([C:14]3[C:22]4[C:17](=[CH:18][CH:19]=[CH:20][CH:21]=4)[N:16]([CH2:23][C:24]([N:26]4[CH2:31][CH2:30][N:29]([CH3:32])[CH2:28][CH2:27]4)=[O:25])[CH:15]=3)[N:12]=2)[N:7](COCC[Si](C)(C)C)[CH:6]=1)=[O:4]. Product: [CH3:1][C:2]([CH3:42])([CH3:41])[C:3]([C:5]1[C:13]2[C:8](=[N:9][CH:10]=[C:11]([C:14]3[C:22]4[C:17](=[CH:18][CH:19]=[CH:20][CH:21]=4)[N:16]([CH2:23][C:24]([N:26]4[CH2:27][CH2:28][N:29]([CH3:32])[CH2:30][CH2:31]4)=[O:25])[CH:15]=3)[N:12]=2)[NH:7][CH:6]=1)=[O:4]. The catalyst class is: 61.